This data is from Forward reaction prediction with 1.9M reactions from USPTO patents (1976-2016). The task is: Predict the product of the given reaction. (1) The product is: [Br:19][C:20]1[CH:26]=[CH:25][C:23]([N:24]2[C:15]([CH3:16])=[CH:14][CH:13]=[C:12]2[C:4]2[CH:5]=[CH:6][C:7]([S:8]([CH3:11])(=[O:10])=[O:9])=[C:2]([F:1])[CH:3]=2)=[CH:22][CH:21]=1. Given the reactants [F:1][C:2]1[CH:3]=[C:4]([C:12](=O)[CH2:13][CH2:14][C:15](=O)[CH3:16])[CH:5]=[CH:6][C:7]=1[S:8]([CH3:11])(=[O:10])=[O:9].[Br:19][C:20]1[CH:26]=[CH:25][C:23]([NH2:24])=[CH:22][CH:21]=1, predict the reaction product. (2) Given the reactants [C:1]([C:5]1[CH:6]=[C:7]([OH:15])[CH:8]=[C:9]([C:11]([CH3:14])([CH3:13])[CH3:12])[CH:10]=1)([CH3:4])([CH3:3])[CH3:2].[F:16][C:17]([F:30])([F:29])[S:18](O[S:18]([C:17]([F:30])([F:29])[F:16])(=[O:20])=[O:19])(=[O:20])=[O:19].O, predict the reaction product. The product is: [O:15]([C:7]1[CH:6]=[C:5]([C:1]([CH3:4])([CH3:3])[CH3:2])[CH:10]=[C:9]([C:11]([CH3:14])([CH3:13])[CH3:12])[CH:8]=1)[S:18]([C:17]([F:30])([F:29])[F:16])(=[O:20])=[O:19]. (3) Given the reactants FC1C=CC(C2CCC3C(=CC=C(O)C=3)O2)=CC=1.[N+:19]([C:22]1[CH:23]=[CH:24][C:25]([O:28][C:29]2[CH:30]=[C:31]3[C:36](=[CH:37][CH:38]=2)[O:35][CH:34]([C:39]2[CH:44]=[CH:43][C:42]([O:45][C:46]4[CH:51]=[CH:50][C:49]([N+:52]([O-:54])=[O:53])=[CH:48][N:47]=4)=[CH:41][CH:40]=2)[CH2:33][CH:32]3O)=[N:26][CH:27]=1)([O-:21])=[O:20], predict the reaction product. The product is: [N+:52]([C:49]1[CH:50]=[CH:51][C:46]([O:45][C:42]2[CH:43]=[CH:44][C:39]([CH:34]3[CH2:33][CH2:32][C:31]4[C:36](=[CH:37][CH:38]=[C:29]([O:28][C:25]5[CH:24]=[CH:23][C:22]([N+:19]([O-:21])=[O:20])=[CH:27][N:26]=5)[CH:30]=4)[O:35]3)=[CH:40][CH:41]=2)=[N:47][CH:48]=1)([O-:54])=[O:53]. (4) Given the reactants C(N(CC)CC)C.[CH3:8][S:9](Cl)(=[O:11])=[O:10].[NH2:13][CH2:14][C:15]1[N:16]=[CH:17][N:18]2[CH:22]=[CH:21][S:20][C:19]=12, predict the reaction product. The product is: [CH3:8][S:9]([NH:13][CH2:14][C:15]1[N:16]=[CH:17][N:18]2[CH:22]=[CH:21][S:20][C:19]=12)(=[O:11])=[O:10].